Task: Predict the product of the given reaction.. Dataset: Forward reaction prediction with 1.9M reactions from USPTO patents (1976-2016) Given the reactants [S:1]1[CH:5]=[CH:4][C:3]([C:6]2[CH:7]=[N:8][N:9]3[CH:14]=[C:13]([C:15]4[CH:20]=[CH:19][C:18]([OH:21])=[CH:17][CH:16]=4)[CH:12]=[N:11][C:10]=23)=[CH:2]1.C(=O)([O-])[O-].[Cs+].[Cs+].Cl.Cl[CH2:30][CH2:31][N:32]1[CH2:37][CH2:36][O:35][CH2:34][CH2:33]1.[I-].[Na+], predict the reaction product. The product is: [S:1]1[CH:5]=[CH:4][C:3]([C:6]2[CH:7]=[N:8][N:9]3[CH:14]=[C:13]([C:15]4[CH:20]=[CH:19][C:18]([O:21][CH2:30][CH2:31][N:32]5[CH2:37][CH2:36][O:35][CH2:34][CH2:33]5)=[CH:17][CH:16]=4)[CH:12]=[N:11][C:10]=23)=[CH:2]1.